From a dataset of Catalyst prediction with 721,799 reactions and 888 catalyst types from USPTO. Predict which catalyst facilitates the given reaction. Reactant: C(O)(C(F)(F)F)=O.C(OC([N:15]1[CH2:19][C@@H:18]([CH2:20][N:21]([CH:37]([CH3:39])[CH3:38])[C:22](=[O:36])[C:23]2[CH:28]=[CH:27][C:26]([CH3:29])=[C:25]([O:30][CH2:31][CH2:32][CH2:33][O:34][CH3:35])[CH:24]=2)[C@H:17]([CH2:40][C:41]2[CH:46]=[CH:45][CH:44]=[CH:43][CH:42]=2)[CH2:16]1)=O)(C)(C)C. Product: [CH2:40]([C@@H:17]1[CH2:16][NH:15][CH2:19][C@H:18]1[CH2:20][N:21]([CH:37]([CH3:39])[CH3:38])[C:22](=[O:36])[C:23]1[CH:28]=[CH:27][C:26]([CH3:29])=[C:25]([O:30][CH2:31][CH2:32][CH2:33][O:34][CH3:35])[CH:24]=1)[C:41]1[CH:46]=[CH:45][CH:44]=[CH:43][CH:42]=1. The catalyst class is: 2.